From a dataset of Reaction yield outcomes from USPTO patents with 853,638 reactions. Predict the reaction yield, written as a fraction of the theoretical maximum amount of product (1.0 means a 100% yield; for example, 0.34 means a 34% yield). (1) The reactants are [C:1]([N:4]1[CH2:9][CH2:8][CH:7]([C:10](N(OC)C)=[O:11])[CH2:6][CH2:5]1)(=[O:3])[CH3:2].[CH3:16][Mg]Br. The catalyst is C1COCC1. The product is [N:4]1([C:1](=[O:3])[CH3:2])[CH2:5][CH2:6][CH:7]([C:10](=[O:11])[CH3:16])[CH2:8][CH2:9]1. The yield is 0.822. (2) The reactants are C(N=[C:10]=[S:11])(=O)C1C=CC=CC=1.[CH3:12][C:13]1[C:17]([CH2:18][NH:19][C:20]2[N:21]=[CH:22][NH:23][C:24]=2[C:25]([NH2:27])=[O:26])=[C:16]([CH3:28])[O:15][N:14]=1. The catalyst is CC(C)=O. The product is [CH3:12][C:13]1[C:17]([CH2:18][N:19]2[C:20]3[N:21]=[CH:22][NH:23][C:24]=3[C:25](=[O:26])[NH:27][C:10]2=[S:11])=[C:16]([CH3:28])[O:15][N:14]=1. The yield is 0.100. (3) The reactants are [C:1]([C:6]1[CH:7]=[CH:8][C:9]([O:29]C)=[C:10]([CH:28]=1)[C:11]([NH:13][C:14]1[CH:19]=[C:18]([C:20]([F:23])([F:22])[F:21])[CH:17]=[C:16]([C:24]([F:27])([F:26])[F:25])[CH:15]=1)=[O:12])(=[O:5])[CH:2]([CH3:4])[CH3:3].N1C(C)=CC(C)=CC=1C.[I-].[Li+].Cl. No catalyst specified. The product is [F:21][C:20]([F:22])([F:23])[C:18]1[CH:19]=[C:14]([NH:13][C:11](=[O:12])[C:10]2[CH:28]=[C:6]([C:1](=[O:5])[CH:2]([CH3:3])[CH3:4])[CH:7]=[CH:8][C:9]=2[OH:29])[CH:15]=[C:16]([C:24]([F:26])([F:27])[F:25])[CH:17]=1. The yield is 0.653. (4) The reactants are [OH:1][C:2]1[C:10]([O:11][CH3:12])=[CH:9][C:8]([I:13])=[C:7]2[C:3]=1[CH2:4][NH:5][C:6]2=[O:14].C(N(CC)CC)C.Cl.[N:23]1[CH:28]=[CH:27][CH:26]=[CH:25][C:24]=1[S:29](Cl)(=[O:31])=[O:30].O. The catalyst is C(#N)C. The product is [N:23]1[CH:28]=[CH:27][CH:26]=[CH:25][C:24]=1[S:29]([O:1][C:2]1[C:10]([O:11][CH3:12])=[CH:9][C:8]([I:13])=[C:7]2[C:3]=1[CH2:4][NH:5][C:6]2=[O:14])(=[O:31])=[O:30]. The yield is 0.690. (5) The reactants are Br[CH2:2][C:3]1[CH:8]=[CH:7][CH:6]=[CH:5][CH:4]=1.C([O-])([O-])=O.[Na+].[Na+].[NH:15]1[C:19]([C:20]2[CH:21]=[C:22]([C:26]3[CH:27]=[CH:28][C:29]4[O:33][C:32]([C:34]5[CH:39]=[CH:38][C:37]([F:40])=[CH:36][CH:35]=5)=[C:31]([C:41]([NH:43][CH3:44])=[O:42])[C:30]=4[CH:45]=3)[CH:23]=[CH:24][CH:25]=2)=[CH:18][CH:17]=[N:16]1. The catalyst is CN(C=O)C. The product is [CH2:2]([N:15]1[C:19]([C:20]2[CH:21]=[C:22]([C:26]3[CH:27]=[CH:28][C:29]4[O:33][C:32]([C:34]5[CH:39]=[CH:38][C:37]([F:40])=[CH:36][CH:35]=5)=[C:31]([C:41]([NH:43][CH3:44])=[O:42])[C:30]=4[CH:45]=3)[CH:23]=[CH:24][CH:25]=2)=[CH:18][CH:17]=[N:16]1)[C:3]1[CH:8]=[CH:7][CH:6]=[CH:5][CH:4]=1. The yield is 0.350. (6) The reactants are [C:1]1([P:7]([C:14]2[CH:19]=[CH:18][CH:17]=[CH:16][CH:15]=2)[C:8]2[CH:13]=[CH:12][CH:11]=[CH:10][CH:9]=2)[CH:6]=[CH:5][CH:4]=[CH:3][CH:2]=1.[CH:20]([C:22]1[CH:29]=[CH:28][C:25]([CH2:26][Cl:27])=[CH:24][CH:23]=1)=[CH2:21]. The catalyst is CC#N. The product is [Cl-:27].[C:14]1([P+:7]([C:1]2[CH:2]=[CH:3][CH:4]=[CH:5][CH:6]=2)([C:8]2[CH:13]=[CH:12][CH:11]=[CH:10][CH:9]=2)[CH2:26][C:25]2[CH:28]=[CH:29][C:22]([CH:20]=[CH2:21])=[CH:23][CH:24]=2)[CH:15]=[CH:16][CH:17]=[CH:18][CH:19]=1. The yield is 0.980.